Dataset: TCR-epitope binding with 47,182 pairs between 192 epitopes and 23,139 TCRs. Task: Binary Classification. Given a T-cell receptor sequence (or CDR3 region) and an epitope sequence, predict whether binding occurs between them. (1) The epitope is YFPLQSYGF. The TCR CDR3 sequence is CASSEALGQVYGYTF. Result: 1 (the TCR binds to the epitope). (2) The epitope is HPKVSSEVHI. The TCR CDR3 sequence is CASSPWGGKETQYF. Result: 0 (the TCR does not bind to the epitope). (3) The epitope is YSEHPTFTSQY. The TCR CDR3 sequence is CASSLAETSGNTGELFF. Result: 0 (the TCR does not bind to the epitope). (4) The epitope is YLNTLTLAV. The TCR CDR3 sequence is CASSLGEKLFF. Result: 1 (the TCR binds to the epitope). (5) The TCR CDR3 sequence is CSGGQGPDNEQFF. Result: 1 (the TCR binds to the epitope). The epitope is RAKFKQLL. (6) The epitope is RIFTIGTVTLK. The TCR CDR3 sequence is CASSLAGQTLSDTQYF. Result: 0 (the TCR does not bind to the epitope). (7) The epitope is FLKEKGGL. The TCR CDR3 sequence is CASSYRGQGNYGYTF. Result: 1 (the TCR binds to the epitope).